This data is from Forward reaction prediction with 1.9M reactions from USPTO patents (1976-2016). The task is: Predict the product of the given reaction. (1) Given the reactants Br[C:2]1[S:3][CH:4]=[CH:5][N:6]=1.C(N(CC)CC)C.[Cl:14][C:15]1[CH:16]=[N:17][CH:18]=[C:19]([C:21]#[CH:22])[CH:20]=1, predict the reaction product. The product is: [Cl:14][C:15]1[CH:16]=[N:17][CH:18]=[C:19]([C:21]#[C:22][C:2]2[S:3][CH:4]=[CH:5][N:6]=2)[CH:20]=1. (2) Given the reactants [CH:1]([CH:3]1[CH2:8][CH:7]2[CH2:9][CH:4]1[CH:5]=[CH:6]2)=[CH2:2].C1(C)C=CC=CC=1.C(=O)([O-])O.[NH4+].[CH3:22][O:23][SiH:24]([O:27][CH3:28])[O:25][CH3:26], predict the reaction product. The product is: [CH3:22][O:23][Si:24]([O:27][CH3:28])([O:25][CH3:26])[CH2:2][CH2:1][CH:3]1[CH2:8][CH:7]2[CH2:9][CH:4]1[CH:5]=[CH:6]2.[CH:1]([CH:3]1[CH2:8][C:7]2([Si:24]([O:27][CH3:28])([O:25][CH3:26])[O:23][CH3:22])[CH2:9][CH:4]1[CH2:5][CH2:6]2)=[CH2:2]. (3) Given the reactants F[C:2]1[CH:7]=[CH:6][C:5]([S:8]([C:11]2[CH:12]=[CH:13][C:14]([CH:29]([CH3:31])[CH3:30])=[C:15]([S:17]([NH:20][CH2:21][CH2:22][C:23]3[CH:28]=[CH:27][CH:26]=[CH:25][N:24]=3)(=[O:19])=[O:18])[CH:16]=2)(=[O:10])=[O:9])=[CH:4][CH:3]=1.CN.[N:34]1(CCCNS(C2C=C(S(C3C=CC(NC)=CC=3)(=O)=O)C=CC=2C)(=O)=O)C=CN=[CH:35]1, predict the reaction product. The product is: [CH:29]([C:14]1[CH:13]=[CH:12][C:11]([S:8]([C:5]2[CH:6]=[CH:7][C:2]([NH:34][CH3:35])=[CH:3][CH:4]=2)(=[O:10])=[O:9])=[CH:16][C:15]=1[S:17]([NH:20][CH2:21][CH2:22][C:23]1[CH:28]=[CH:27][CH:26]=[CH:25][N:24]=1)(=[O:19])=[O:18])([CH3:31])[CH3:30]. (4) Given the reactants [CH3:1][C:2]1[O:6][N:5]=[C:4]([C:7]2[CH:12]=[CH:11][CH:10]=[CH:9][CH:8]=2)[C:3]=1[C:13]1[N:17]2[CH2:18][C:19]3[C:24]([C:16]2=[N:15][N:14]=1)=[CH:23][C:22]([OH:25])=[CH:21][CH:20]=3.C(=O)([O-])[O-].[K+].[K+].ClC[C:34]1[CH:35]=[N:36][N:37]([CH3:39])N=1.[CH3:40][N:41](C=O)C, predict the reaction product. The product is: [CH3:1][C:2]1[O:6][N:5]=[C:4]([C:7]2[CH:12]=[CH:11][CH:10]=[CH:9][CH:8]=2)[C:3]=1[C:13]1[N:17]2[CH2:18][C:19]3[C:24]([C:16]2=[N:15][N:14]=1)=[CH:23][C:22]([O:25][CH2:34][C:35]1[N:41]=[CH:40][N:37]([CH3:39])[N:36]=1)=[CH:21][CH:20]=3. (5) The product is: [P:55]([O:67][CH2:68][N:20]1[CH:21]=[C:22]([C:25]2[CH:30]=[CH:29][C:28]([F:31])=[CH:27][CH:26]=2)[C:23](=[O:24])[C:18]([C:16](=[O:17])[NH:15][C:12]2[CH:13]=[CH:14][C:9]([O:8][C:7]3[CH:6]=[CH:5][N:4]=[C:3]([N:33]=[C:34]([C:41]4[CH:42]=[CH:43][CH:44]=[CH:45][CH:46]=4)[C:35]4[CH:36]=[CH:37][CH:38]=[CH:39][CH:40]=4)[C:2]=3[Cl:1])=[C:10]([F:32])[CH:11]=2)=[CH:19]1)([O:57][C:58]([CH3:61])([CH3:60])[CH3:59])([O:62][C:63]([CH3:64])([CH3:65])[CH3:66])=[O:56]. Given the reactants [Cl:1][C:2]1[C:3]([N:33]=[C:34]([C:41]2[CH:46]=[CH:45][CH:44]=[CH:43][CH:42]=2)[C:35]2[CH:40]=[CH:39][CH:38]=[CH:37][CH:36]=2)=[N:4][CH:5]=[CH:6][C:7]=1[O:8][C:9]1[CH:14]=[CH:13][C:12]([NH:15][C:16]([C:18]2[C:23](=[O:24])[C:22]([C:25]3[CH:30]=[CH:29][C:28]([F:31])=[CH:27][CH:26]=3)=[CH:21][NH:20][CH:19]=2)=[O:17])=[CH:11][C:10]=1[F:32].C([O-])([O-])=O.[Cs+].[Cs+].[I-].[K+].[P:55]([O:67][CH2:68]Cl)([O:62][C:63]([CH3:66])([CH3:65])[CH3:64])([O:57][C:58]([CH3:61])([CH3:60])[CH3:59])=[O:56], predict the reaction product. (6) Given the reactants [C:1]([O:5][C:6](=[O:23])[NH:7][CH2:8][CH:9]([CH3:22])[C:10]([CH:12]1C(=O)OC(C)(C)[O:14][C:13]1=O)=[O:11])([CH3:4])([CH3:3])[CH3:2], predict the reaction product. The product is: [CH3:22][CH:9]1[CH2:8][N:7]([C:6]([O:5][C:1]([CH3:4])([CH3:3])[CH3:2])=[O:23])[C:13](=[O:14])[CH2:12][C:10]1=[O:11].